From a dataset of Catalyst prediction with 721,799 reactions and 888 catalyst types from USPTO. Predict which catalyst facilitates the given reaction. (1) Reactant: [F:1][C:2]1[C:3](F)=[C:4]([F:13])[C:5]([F:12])=[C:6]([C:10]#[N:11])[C:7]=1[C:8]#[N:9].[F-].[K+].[Cl:17][C:18]1[CH:23]=[CH:22][CH:21]=[CH:20][C:19]=1[SH:24]. Product: [Cl:17][C:18]1[CH:23]=[CH:22][CH:21]=[CH:20][C:19]=1[S:24][C:3]1[C:2]([F:1])=[C:7]([C:8]#[N:9])[C:6](=[C:5]([F:12])[C:4]=1[F:13])[C:10]#[N:11]. The catalyst class is: 131. (2) Reactant: O=[CH:2][CH2:3][N:4]([CH2:18][CH2:19][CH2:20][CH2:21][CH2:22][O:23][CH2:24][CH2:25][C:26]1[CH:31]=[CH:30][CH:29]=[CH:28][CH:27]=1)[C:5](=[O:17])[CH2:6][CH2:7][O:8][CH2:9][CH2:10][C:11]1[CH:16]=[CH:15][CH:14]=[CH:13][CH:12]=1.Cl.[NH2:33][CH2:34][CH2:35][C:36]1[C:44]2[S:43][C:42](=[O:45])[NH:41][C:40]=2[C:39]([OH:46])=[CH:38][CH:37]=1.C(O)(=O)C.C([BH3-])#N.[Na+]. Product: [OH:46][C:39]1[C:40]2[NH:41][C:42](=[O:45])[S:43][C:44]=2[C:36]([CH2:35][CH2:34][NH:33][CH2:2][CH2:3][N:4]([CH2:18][CH2:19][CH2:20][CH2:21][CH2:22][O:23][CH2:24][CH2:25][C:26]2[CH:31]=[CH:30][CH:29]=[CH:28][CH:27]=2)[C:5](=[O:17])[CH2:6][CH2:7][O:8][CH2:9][CH2:10][C:11]2[CH:16]=[CH:15][CH:14]=[CH:13][CH:12]=2)=[CH:37][CH:38]=1. The catalyst class is: 24. (3) Reactant: [NH2:1][C:2]1[C:11]2[C:6](=[CH:7][C:8]([N:12]3[C:20]4[CH2:19][C:18]([CH3:22])([CH3:21])[CH2:17][C:16](=[O:23])[C:15]=4[C:14]([CH3:24])=[CH:13]3)=[CH:9][CH:10]=2)[C:5]([C:25]#[N:26])=[CH:4][N:3]=1.[OH-:27].[Na+].OO.O. Product: [NH2:1][C:2]1[C:11]2[C:6](=[CH:7][C:8]([N:12]3[C:20]4[CH2:19][C:18]([CH3:21])([CH3:22])[CH2:17][C:16](=[O:23])[C:15]=4[C:14]([CH3:24])=[CH:13]3)=[CH:9][CH:10]=2)[C:5]([C:25]([NH2:26])=[O:27])=[CH:4][N:3]=1. The catalyst class is: 593. (4) Reactant: [CH2:1]([NH:3][C:4]1[C:28]([N+:29]([O-])=O)=[CH:27][C:7]([C:8]([N:10]([CH:24]([CH3:26])[CH3:25])[C@@H:11]2[CH2:16][CH2:15][CH2:14][N:13]([C:17]([O:19][C:20]([CH3:23])([CH3:22])[CH3:21])=[O:18])[CH2:12]2)=[O:9])=[C:6]([C:32]([F:35])([F:34])[F:33])[CH:5]=1)[CH3:2]. Product: [NH2:29][C:28]1[C:4]([NH:3][CH2:1][CH3:2])=[CH:5][C:6]([C:32]([F:33])([F:34])[F:35])=[C:7]([CH:27]=1)[C:8]([N:10]([CH:24]([CH3:25])[CH3:26])[C@@H:11]1[CH2:16][CH2:15][CH2:14][N:13]([C:17]([O:19][C:20]([CH3:23])([CH3:21])[CH3:22])=[O:18])[CH2:12]1)=[O:9]. The catalyst class is: 457. (5) Reactant: [CH:1]1([C:7]2[C:15]3[C:14](=[O:16])[NH:13][C:12]([C:17]4[CH:25]=[CH:24][C:20]([C:21](O)=[O:22])=[CH:19][C:18]=4[O:26][CH3:27])=[N:11][C:10]=3[N:9]([CH3:28])[N:8]=2)[CH2:6][CH2:5][CH2:4][CH2:3][CH2:2]1.[CH3:29][N:30]1[CH2:35][CH2:34][NH:33][CH2:32][CH2:31]1.Cl.C(N=C=NCCCN(C)C)C.C(=O)([O-])O.[Na+]. Product: [CH:1]1([C:7]2[C:15]3[C:14](=[O:16])[NH:13][C:12]([C:17]4[CH:25]=[CH:24][C:20]([C:21]([N:33]5[CH2:34][CH2:35][N:30]([CH3:29])[CH2:31][CH2:32]5)=[O:22])=[CH:19][C:18]=4[O:26][CH3:27])=[N:11][C:10]=3[N:9]([CH3:28])[N:8]=2)[CH2:2][CH2:3][CH2:4][CH2:5][CH2:6]1. The catalyst class is: 4.